From a dataset of Reaction yield outcomes from USPTO patents with 853,638 reactions. Predict the reaction yield, written as a fraction of the theoretical maximum amount of product (1.0 means a 100% yield; for example, 0.34 means a 34% yield). (1) The product is [Br:24][C:7]1[N:8]=[C:4]([CH2:3][C:2]([CH3:1])([OH:16])[CH3:15])[N:5]([CH:9]2[CH2:14][CH2:13][CH2:12][CH2:11][O:10]2)[CH:6]=1. The reactants are [CH3:1][C:2]([OH:16])([CH3:15])[CH2:3][C:4]1[N:5]([CH:9]2[CH2:14][CH2:13][CH2:12][CH2:11][O:10]2)[CH:6]=[CH:7][N:8]=1.C1C(=O)N([Br:24])C(=O)C1. The yield is 0.340. The catalyst is CN(C=O)C. (2) The product is [Br:1][C:2]1[N:10]2[C:5]([C:6]([Cl:14])=[N:7][CH:8]=[N:9]2)=[CH:4][CH:3]=1. No catalyst specified. The reactants are [Br:1][C:2]1[N:10]2[C:5]([C:6](O)=[N:7][CH:8]=[N:9]2)=[CH:4][CH:3]=1.O=P(Cl)(Cl)[Cl:14]. The yield is 0.840. (3) The yield is 0.590. The catalyst is O1CCCC1. The product is [OH:4][C:5]1[CH:10]=[CH:9][C:8]([CH2:11][CH2:12][C:13]([O:15][CH2:16][CH3:17])=[O:14])=[C:7]([O:18][C:19]2[CH:24]=[CH:23][C:22]([C:25]([F:28])([F:26])[F:27])=[CH:21][N:20]=2)[CH:6]=1. The reactants are COC[O:4][C:5]1[CH:10]=[CH:9][C:8]([CH2:11][CH2:12][C:13]([O:15][CH2:16][CH3:17])=[O:14])=[C:7]([O:18][C:19]2[CH:24]=[CH:23][C:22]([C:25]([F:28])([F:27])[F:26])=[CH:21][N:20]=2)[CH:6]=1.Cl.[OH-].[Na+]. (4) The reactants are [H-].[Al+3].[Li+].[H-].[H-].[H-].[NH:7]1[C:15]2[C:10](=[CH:11][CH:12]=[C:13]3[CH2:19][CH2:18][CH2:17][CH2:16][C:14]3=2)[C:9](=O)[C:8]1=O.O.[OH-].[Na+]. The catalyst is O1CCCC1. The product is [NH:7]1[C:15]2[C:10](=[CH:11][CH:12]=[C:13]3[CH2:19][CH2:18][CH2:17][CH2:16][C:14]3=2)[CH:9]=[CH:8]1. The yield is 0.620. (5) The reactants are [Br:1][C:2]1[C:7]([N+:8]([O-])=O)=[C:6]([Br:11])[CH:5]=[C:4]([CH3:12])[N:3]=1.S(S([O-])=O)([O-])=O.[Na+].[Na+]. The catalyst is CO.O1CCCC1.O. The product is [NH2:8][C:7]1[C:2]([Br:1])=[N:3][C:4]([CH3:12])=[CH:5][C:6]=1[Br:11]. The yield is 0.990. (6) The reactants are Br[C:2]1[CH:11]=[C:10]2[C:5]([CH:6]=[C:7]([NH:12][C:13]([CH:15]3[CH2:17][CH2:16]3)=[O:14])[N:8]=[CH:9]2)=[CH:4][CH:3]=1.[Cl:18][C:19]1[CH:26]=[CH:25][C:22]([C:23]#[N:24])=[C:21](B2OCC(C)(C)CO2)[CH:20]=1.C(=O)([O-])[O-].[Cs+].[Cs+]. The yield is 0.0580. The product is [Cl:18][C:19]1[CH:20]=[CH:21][C:22]([C:23]#[N:24])=[C:25]([C:2]2[CH:11]=[C:10]3[C:5]([CH:6]=[C:7]([NH:12][C:13]([CH:15]4[CH2:17][CH2:16]4)=[O:14])[N:8]=[CH:9]3)=[CH:4][CH:3]=2)[CH:26]=1. The catalyst is C(#N)C.O.[Pd](Cl)Cl.C(P(C(C)(C)C)C1C=CC(N(C)C)=CC=1)(C)(C)C.C(P(C(C)(C)C)C1C=CC(N(C)C)=CC=1)(C)(C)C.